From a dataset of Forward reaction prediction with 1.9M reactions from USPTO patents (1976-2016). Predict the product of the given reaction. (1) Given the reactants [NH2:1][C:2]1[CH:3]=[C:4]([CH2:8][CH2:9][C:10]2[CH:15]=[CH:14][N:13]=[C:12]([NH:16][C:17](=[O:23])[O:18][C:19]([CH3:22])([CH3:21])[CH3:20])[CH:11]=2)[CH:5]=[CH:6][CH:7]=1.[Cl:24][C:25]1[N:30]=[C:29](Cl)[C:28]([Cl:32])=[CH:27][N:26]=1.C(=O)([O-])[O-].[K+].[K+], predict the reaction product. The product is: [Cl:24][C:25]1[N:30]=[C:29]([NH:1][C:2]2[CH:3]=[C:4]([CH2:8][CH2:9][C:10]3[CH:15]=[CH:14][N:13]=[C:12]([NH:16][C:17](=[O:23])[O:18][C:19]([CH3:20])([CH3:22])[CH3:21])[CH:11]=3)[CH:5]=[CH:6][CH:7]=2)[C:28]([Cl:32])=[CH:27][N:26]=1. (2) Given the reactants C(Cl)(Cl)Cl.[F:5][C:6]([F:15])([CH:9]([F:14])[C:10]([F:13])([F:12])[F:11])[CH2:7][OH:8].[F:16][C:17]([F:30])([F:29])[S:18](O[S:18]([C:17]([F:30])([F:29])[F:16])(=[O:20])=[O:19])(=[O:20])=[O:19].Cl, predict the reaction product. The product is: [F:16][C:17]([F:30])([F:29])[S:18]([O:8][CH2:7][C:6]([F:15])([F:5])[CH:9]([F:14])[C:10]([F:13])([F:11])[F:12])(=[O:20])=[O:19]. (3) The product is: [F:27][C:21]1[CH:22]=[CH:23][C:24]([F:26])=[CH:25][C:20]=1[S:17]([N:16]([C:12]1[CH:13]=[CH:14][CH:15]=[C:10]([C:3]2[C:2]([B:35]3[O:36][C:37]([CH3:39])([CH3:38])[C:33]([CH3:40])([CH3:32])[O:34]3)=[CH:6][N:5]([CH:7]([CH3:9])[CH3:8])[N:4]=2)[C:11]=1[F:31])[CH2:28][O:29][CH3:30])(=[O:19])=[O:18]. Given the reactants Br[C:2]1[CH:3]([C:10]2[C:11]([F:31])=[C:12]([N:16]([CH2:28][O:29][CH3:30])[S:17]([C:20]3[CH:25]=[C:24]([F:26])[CH:23]=[CH:22][C:21]=3[F:27])(=[O:19])=[O:18])[CH:13]=[CH:14][CH:15]=2)[NH:4][N:5]([CH:7]([CH3:9])[CH3:8])[CH:6]=1.[CH3:32][C:33]1([CH3:40])[C:37]([CH3:39])([CH3:38])[O:36][BH:35][O:34]1.C1(P(C2CCCCC2)C2C=CC=CC=2C2C(OC)=CC=CC=2OC)CCCCC1, predict the reaction product. (4) Given the reactants [NH2:1][CH2:2][CH:3]([OH:6])[CH2:4][OH:5].[CH:7]1([C:10]2[N:15]=[C:14]([C:16]([NH:18][C:19]3[CH:27]=[N:26][CH:25]=[CH:24][C:20]=3[C:21](O)=[O:22])=[O:17])[C:13]([NH:28][C:29]3[CH:30]=[N:31][CH:32]=[N:33][CH:34]=3)=[CH:12][CH:11]=2)[CH2:9][CH2:8]1, predict the reaction product. The product is: [OH:6][CH:3]([CH2:4][OH:5])[CH2:2][NH:1][C:21]([C:20]1[CH:24]=[CH:25][N:26]=[CH:27][C:19]=1[NH:18][C:16]([C:14]1[C:13]([NH:28][C:29]2[CH:30]=[N:31][CH:32]=[N:33][CH:34]=2)=[CH:12][CH:11]=[C:10]([CH:7]2[CH2:9][CH2:8]2)[N:15]=1)=[O:17])=[O:22]. (5) Given the reactants [CH3:1][C:2]1([CH3:10])[C:4]([CH3:6])([CH3:5])[CH:3]1[C:7]([OH:9])=O.[NH2:11][C:12]1[N:17]=[N:16][C:15]([N:18]2[CH2:23][CH2:22][N:21]([C:24]([C:26]3[CH:31]=[CH:30][CH:29]=[CH:28][C:27]=3[C:32]([F:35])([F:34])[F:33])=[O:25])[CH2:20][CH2:19]2)=[CH:14][CH:13]=1, predict the reaction product. The product is: [F:35][C:32]([F:33])([F:34])[C:27]1[CH:28]=[CH:29][CH:30]=[CH:31][C:26]=1[C:24]([N:21]1[CH2:20][CH2:19][N:18]([C:15]2[N:16]=[N:17][C:12]([NH:11][C:7]([CH:3]3[C:4]([CH3:5])([CH3:6])[C:2]3([CH3:1])[CH3:10])=[O:9])=[CH:13][CH:14]=2)[CH2:23][CH2:22]1)=[O:25].